Predict the reaction yield, written as a fraction of the theoretical maximum amount of product (1.0 means a 100% yield; for example, 0.34 means a 34% yield). From a dataset of Reaction yield outcomes from USPTO patents with 853,638 reactions. (1) The reactants are [NH2:1][C:2]1[N:7]=[CH:6][C:5]([N+:8]([O-:10])=[O:9])=[CH:4][N:3]=1.N1C=CC=CC=1.[C:17](Cl)(=[O:19])[CH3:18]. The catalyst is CN(C)C1C=CN=CC=1.C(#N)C. The product is [N+:8]([C:5]1[CH:4]=[N:3][C:2]([NH:1][C:17](=[O:19])[CH3:18])=[N:7][CH:6]=1)([O-:10])=[O:9]. The yield is 0.313. (2) The reactants are [F:1][C:2]1[CH:11]=[C:10]([C:12]2[C:13]([CH3:53])([CH3:52])[C@H:14]3[C@:27]([CH3:30])([CH2:28][CH:29]=2)[C@@H:26]2[C@:17]([CH3:51])([C@@:18]4([CH3:50])[C@H:23]([CH2:24][CH2:25]2)[C@H:22]2[C@H:31]([C:34]([CH3:36])=[CH2:35])[CH2:32][CH2:33][C@:21]2([NH:37][CH2:38][CH2:39][N:40]2[CH2:45][CH2:44][N:43]([S:46]([CH3:49])(=[O:48])=[O:47])[CH2:42][CH2:41]2)[CH2:20][CH2:19]4)[CH2:16][CH2:15]3)[CH:9]=[CH:8][C:3]=1[C:4]([O:6]C)=[O:5].[OH-].[Na+]. The catalyst is O1CCOCC1.CO. The product is [F:1][C:2]1[CH:11]=[C:10]([C:12]2[C:13]([CH3:53])([CH3:52])[C@H:14]3[C@:27]([CH3:30])([CH2:28][CH:29]=2)[C@@H:26]2[C@:17]([CH3:51])([C@@:18]4([CH3:50])[C@H:23]([CH2:24][CH2:25]2)[C@H:22]2[C@H:31]([C:34]([CH3:36])=[CH2:35])[CH2:32][CH2:33][C@:21]2([NH:37][CH2:38][CH2:39][N:40]2[CH2:41][CH2:42][N:43]([S:46]([CH3:49])(=[O:48])=[O:47])[CH2:44][CH2:45]2)[CH2:20][CH2:19]4)[CH2:16][CH2:15]3)[CH:9]=[CH:8][C:3]=1[C:4]([OH:6])=[O:5]. The yield is 0.520.